Dataset: Experimentally validated miRNA-target interactions with 360,000+ pairs, plus equal number of negative samples. Task: Binary Classification. Given a miRNA mature sequence and a target amino acid sequence, predict their likelihood of interaction. (1) The miRNA is hsa-miR-4685-5p with sequence CCCAGGGCUUGGAGUGGGGCAAGGUU. The protein sequence of the target gene is MTRWARVTTSNSKRPLSATSWEDMKKGSVERADQSLPNRKQCQSSRLPLRNDSPQAKRKKNKKKKEYLNEDVNGFMEYLKQNSQVLHNGQLIAADSQEVREEIAVALKKDSRREGRRLKRQAAKKNAMVCFHCRQPGHGIADCPAVLESQDMGTGICYRCGSTEHEMSKCRANVDPALGEFPFAKCFVCGEMGHLSRSCPDNTKGVYADGGSCKLCGSVEHFKKDCRENQNSDRIITVGRWAKGMSADYEDVLDVPKLQKPKTKVPKVVNF. Result: 0 (no interaction). (2) The miRNA is hsa-miR-6085 with sequence AAGGGGCUGGGGGAGCACA. The protein sequence of the target gene is MAGGEAGVTLGQPHLSRQDLATLDVTKLTPLSREIISRQATINIGTIGHVAHGKSTVVKAISGVHTVRFKNELERNITIKLGYANAKIYKLDDSSCPRPECYRSCGSSTPDEFPSDIPGTKGNFRLVRHVSFVDCPGHDILMATMLNGAAVMDAALLLIAGNESCPQPQTSEHLAAIEIMKLKHILILQNKIDLVKESQAKEQYEQILAFVQGTVAEGAPIIPISAQLKYNIEVVCEYIVKKIPVPLRDFTSEPRLIVIRSFDVNKPGCEVDDLKGGVAGGSILKGVLKVGQEIEVRPGI.... Result: 0 (no interaction). (3) The miRNA is hsa-miR-4722-3p with sequence ACCUGCCAGCACCUCCCUGCAG. The protein sequence of the target gene is MATEIGSPPRFFHMPRFQHQAPRQLFYKRPDFAQQQAMQQLTFDGKRMRKAVNRKTIDYNPSVIKYLENRIWQRDQRDMRAIQPDAGYYNDLVPPIGMLNNPMNAVTTKFVRTSTNKVKCPVFVVRWTPEGRRLVTGASSGEFTLWNGLTFNFETILQAHDSPVRAMTWSHNDMWMLTADHGGYVKYWQSNMNNVKMFQAHKEAIREASFSPTDNKFATCSDDGTVRIWDFLRCHEERILRGHGADVKCVDWHPTKGLVVSGSKDSQQPIKFWDPKTGQSLATLHAHKNTVMEVKLNLNG.... Result: 1 (interaction). (4) The miRNA is hsa-miR-19a-3p with sequence UGUGCAAAUCUAUGCAAAACUGA. The protein sequence of the target gene is MVSSDRPVSLEDEVSHSMKEMIGGCCVCSDERGWAENPLVYCDGHGCSVAVHQACYGIVQVPTGPWFCRKCESQERAARVRCELCPHKDGALKRTDNGGWAHVVCALYIPEVQFANVSTMEPIVLQSVPHDRYNKTCYICDEQGRESKAATGACMTCNKHGCRQAFHVTCAQFAGLLCEEEGNGADNVQYCGYCKYHFSKLKKSKRGSNRSYDQSLSDSSSHSQDKHHEKEKKKYKEKDKHKQKHKKQPEPSPALVPSLTVTTEKTYTSTSNNSISGSLKRLEDTTARFTNANFQEVSAH.... Result: 1 (interaction). (5) The miRNA is hsa-miR-4640-5p with sequence UGGGCCAGGGAGCAGCUGGUGGG. The protein sequence of the target gene is MATLEEEFTLSTGVLGAGPEGFLGVEQTDKADQFLVTDSGRTVVLYKVSDQKPLGSWSVKQGQSITCPAVCNFQTGEYIMVHDHKVLRIWNNDDVNVDKVFKATLSAEVHRIHSVQRTEPLVLFRGGAARGLEALLVEPQQNIESVIPDEEVIVWSEVFMLFKQPVLIFITENHGHYYAYVRLCKSHSLSKYTLLLEKEEKSVKPNFTARVDGKFISLVSLSSDGCIYETLIPIYSSDTEQNQRLVRALMLKSVVSGGVRNGVALTILDQDHIAVLGPPLSASKECLSIWNIKFQTLQTS.... Result: 0 (no interaction). (6) The miRNA is mmu-miR-551b-3p with sequence GCGACCCAUACUUGGUUUCAG. The protein sequence of the target gene is MAVLSAPGLRGFRILGLRSSVGPAVQARGVHQSVATDGPSSTQPALPKARAVAPKPSSRGEYVVAKLDDLVNWARRSSLWPMTFGLACCAVEMMHMAAPRYDMDRFGVVFRASPRQSDVMIVAGTLTNKMAPALRKVYDQMPEPRYVVSMGSCANGGGYYHYSYSVVRGCDRIVPVDIYIPGCPPTAEALLYGILQLQRKIKRERRLQIWYRR. Result: 0 (no interaction).